From a dataset of SARS-CoV-2 main protease (3CLPro) crystallographic fragment screen with 879 compounds. Binary Classification. Given a drug SMILES string, predict its activity (active/inactive) in a high-throughput screening assay against a specified biological target. (1) The result is 0 (inactive). The molecule is N#Cc1ccc(NC(=O)c2cccs2)cc1. (2) The drug is O=C(CCl)N1CCN(Cc2c(F)cccc2Cl)CC1. The result is 0 (inactive). (3) The drug is CN1CCC[C@@H]1CO. The result is 0 (inactive). (4) The compound is CC(C)(CO)NC(=O)Nc1ccc(Cl)cc1. The result is 0 (inactive). (5) The drug is NC(=O)CN1CCN(C(=O)c2ccco2)CC1. The result is 0 (inactive). (6) The compound is C[C@H]1CC[C@@H](CO)CN1. The result is 0 (inactive).